Dataset: Full USPTO retrosynthesis dataset with 1.9M reactions from patents (1976-2016). Task: Predict the reactants needed to synthesize the given product. (1) The reactants are: [Cl:1][C:2]1[C:6]([CH2:7][CH3:8])=[C:5]([C:9]2[CH:10]=[C:11]([C:14]([OH:16])=O)[S:12][CH:13]=2)[N:4]([CH3:17])[N:3]=1.[NH2:18][C@@H:19]([CH2:32][C:33]1[CH:38]=[CH:37][CH:36]=[CH:35][C:34]=1[C:39]([F:42])([F:41])[F:40])[CH2:20][N:21]1[C:29](=[O:30])[C:28]2[C:23](=[CH:24][CH:25]=[CH:26][CH:27]=2)[C:22]1=[O:31].CCN(C(C)C)C(C)C.F[P-](F)(F)(F)(F)F.Br[P+](N1CCCC1)(N1CCCC1)N1CCCC1. Given the product [Cl:1][C:2]1[C:6]([CH2:7][CH3:8])=[C:5]([C:9]2[CH:10]=[C:11]([C:14]([NH:18][C@@H:19]([CH2:32][C:33]3[CH:38]=[CH:37][CH:36]=[CH:35][C:34]=3[C:39]([F:42])([F:40])[F:41])[CH2:20][N:21]3[C:29](=[O:30])[C:28]4[C:23](=[CH:24][CH:25]=[CH:26][CH:27]=4)[C:22]3=[O:31])=[O:16])[S:12][CH:13]=2)[N:4]([CH3:17])[N:3]=1, predict the reactants needed to synthesize it. (2) Given the product [Cl:21][C:22]1[CH:23]=[C:24]([NH:30][C:31](=[O:32])[CH2:33][CH:34]([CH3:39])[CH2:35][C:36]([NH:1][C:2]2[CH:11]=[C:10]3[C:5]([CH:6]([CH2:19][CH3:20])[CH:7]([O:17][CH3:18])[N:8]([CH2:13][CH:14]4[CH2:16][CH2:15]4)[C:9]3=[O:12])=[CH:4][CH:3]=2)=[O:37])[CH:25]=[CH:26][C:27]=1[C:28]#[N:29], predict the reactants needed to synthesize it. The reactants are: [NH2:1][C:2]1[CH:11]=[C:10]2[C:5]([CH:6]([CH2:19][CH3:20])[CH:7]([O:17][CH3:18])[N:8]([CH2:13][CH:14]3[CH2:16][CH2:15]3)[C:9]2=[O:12])=[CH:4][CH:3]=1.[Cl:21][C:22]1[CH:23]=[C:24]([NH:30][C:31]([CH2:33][CH:34]([CH3:39])[CH2:35][C:36](O)=[O:37])=[O:32])[CH:25]=[CH:26][C:27]=1[C:28]#[N:29].CCN(C(C)C)C(C)C.C(P1(=O)OP(CCC)(=O)OP(CCC)(=O)O1)CC. (3) Given the product [NH2:1][C:2]1[C:7]([C:8]([OH:10])=[O:9])=[C:6]([CH3:12])[C:5]([CH2:13][NH:14][C:20]([O:19][C:15]([CH3:18])([CH3:17])[CH3:16])=[O:21])=[CH:4][CH:3]=1, predict the reactants needed to synthesize it. The reactants are: [NH2:1][C:2]1[C:7]([C:8]([O:10]C)=[O:9])=[C:6]([CH3:12])[C:5]([CH2:13][NH2:14])=[CH:4][CH:3]=1.[C:15]([O:19][C:20](O[C:20]([O:19][C:15]([CH3:18])([CH3:17])[CH3:16])=[O:21])=[O:21])([CH3:18])([CH3:17])[CH3:16].Cl.